Dataset: Full USPTO retrosynthesis dataset with 1.9M reactions from patents (1976-2016). Task: Predict the reactants needed to synthesize the given product. Given the product [NH3:22].[C:1]([O:7][CH2:8][C@H:9]1[O:14][C:13]2[CH:15]=[C:16]([CH2:19][CH2:20][NH:22][CH2:23][C@@H:24]([C:26]3[CH:37]=[CH:36][C:29]4[O:30][C:31]([CH3:34])([CH3:35])[O:32][CH2:33][C:28]=4[CH:27]=3)[OH:25])[CH:17]=[CH:18][C:12]=2[O:11][CH2:10]1)(=[O:6])[C:2]([CH3:5])([CH3:4])[CH3:3], predict the reactants needed to synthesize it. The reactants are: [C:1]([O:7][CH2:8][C@H:9]1[O:14][C:13]2[CH:15]=[C:16]([CH2:19][CH2:20]I)[CH:17]=[CH:18][C:12]=2[O:11][CH2:10]1)(=[O:6])[C:2]([CH3:5])([CH3:4])[CH3:3].[NH2:22][CH2:23][C@@H:24]([C:26]1[CH:37]=[CH:36][C:29]2[O:30][C:31]([CH3:35])([CH3:34])[O:32][CH2:33][C:28]=2[CH:27]=1)[OH:25].O.